Task: Predict which catalyst facilitates the given reaction.. Dataset: Catalyst prediction with 721,799 reactions and 888 catalyst types from USPTO (1) Reactant: [H-].[Na+].[O:3]=[C:4]1[N:9]([C:10]2[CH:15]=[CH:14][CH:13]=[C:12]([C:16]([F:19])([F:18])[F:17])[CH:11]=2)[C:8]2[CH2:20][CH2:21][C:22](=[O:23])[C:7]=2[C@@H:6]([C:24]2[CH:31]=[CH:30][C:27]([C:28]#[N:29])=[CH:26][C:25]=2[S:32]([CH3:35])(=[O:34])=[O:33])[NH:5]1.I[CH2:37][C:38]#[N:39].C(#N)C. Product: [C:38]([CH2:37][N:5]1[C@H:6]([C:24]2[CH:31]=[CH:30][C:27]([C:28]#[N:29])=[CH:26][C:25]=2[S:32]([CH3:35])(=[O:33])=[O:34])[C:7]2[C:22](=[O:23])[CH2:21][CH2:20][C:8]=2[N:9]([C:10]2[CH:15]=[CH:14][CH:13]=[C:12]([C:16]([F:19])([F:17])[F:18])[CH:11]=2)[C:4]1=[O:3])#[N:39]. The catalyst class is: 7. (2) Reactant: [Cl:1][CH2:2][C:3]1[CH:4]=[C:5]([CH:9]=[CH:10][CH:11]=1)[C:6]([OH:8])=[O:7].C(=O)([O-])[O-].[K+].[K+].[CH2:18](Br)[CH:19]=[CH2:20]. The catalyst class is: 21. Product: [Cl:1][CH2:2][C:3]1[CH:4]=[C:5]([CH:9]=[CH:10][CH:11]=1)[C:6]([O:8][CH2:20][CH:19]=[CH2:18])=[O:7]. (3) Reactant: [OH:1][CH:2]1[CH2:5][N:4]([C:6]2[S:7][CH:8]=[C:9]([C:11](=[O:31])[NH:12][C@@H:13]3[CH2:17][CH2:16][N:15]([C:18]([O:20][CH2:21][C:22]4[CH:27]=[CH:26][C:25]([N+:28]([O-:30])=[O:29])=[CH:24][CH:23]=4)=[O:19])[CH2:14]3)[N:10]=2)[CH2:3]1.[CH3:32][S:33](Cl)(=[O:35])=[O:34].C(N(CC)CC)C. Product: [CH3:32][S:33]([O:1][CH:2]1[CH2:3][N:4]([C:6]2[S:7][CH:8]=[C:9]([C:11](=[O:31])[NH:12][C@@H:13]3[CH2:17][CH2:16][N:15]([C:18]([O:20][CH2:21][C:22]4[CH:27]=[CH:26][C:25]([N+:28]([O-:30])=[O:29])=[CH:24][CH:23]=4)=[O:19])[CH2:14]3)[N:10]=2)[CH2:5]1)(=[O:35])=[O:34]. The catalyst class is: 2. (4) Reactant: [Cl:1][C:2]1[CH:3]=[C:4]([N:8]([CH3:16])[C:9]2[CH:14]=[CH:13][NH:12][C:11](=O)[N:10]=2)[CH:5]=[CH:6][CH:7]=1.P(Cl)(Cl)([Cl:19])=O. Product: [Cl:19][C:11]1[N:10]=[C:9]([N:8]([C:4]2[CH:5]=[CH:6][CH:7]=[C:2]([Cl:1])[CH:3]=2)[CH3:16])[CH:14]=[CH:13][N:12]=1. The catalyst class is: 3.